This data is from Forward reaction prediction with 1.9M reactions from USPTO patents (1976-2016). The task is: Predict the product of the given reaction. (1) Given the reactants [F:1][CH:2]([F:31])[N:3]1[N:19]=[CH:18][C:17]2[NH:16][C:15](=[O:20])[C@H:14]([CH3:21])[CH:13]=[CH:12][CH2:11][C@H:10]([NH:22][C:23](=[O:29])[O:24][C:25]([CH3:28])([CH3:27])[CH3:26])[C:9]3[CH:30]=[C:5]([N:6]=[CH:7][CH:8]=3)[C:4]1=2, predict the reaction product. The product is: [F:31][CH:2]([F:1])[N:3]1[N:19]=[CH:18][C:17]2[NH:16][C:15](=[O:20])[C@H:14]([CH3:21])[CH2:13][CH2:12][CH2:11][C@H:10]([NH:22][C:23](=[O:29])[O:24][C:25]([CH3:26])([CH3:28])[CH3:27])[C:9]3[CH:30]=[C:5]([N:6]=[CH:7][CH:8]=3)[C:4]1=2. (2) Given the reactants Cl.[NH2:2][C@@H:3]([CH:8]1[CH2:12][CH2:11][CH2:10][CH2:9]1)[C:4]([O:6][CH3:7])=[O:5].[C:13](=O)(O)[O-:14].[Na+].ClC(Cl)(OC(=O)OC(Cl)(Cl)Cl)Cl, predict the reaction product. The product is: [CH:8]1([C@H:3]([N:2]=[C:13]=[O:14])[C:4]([O:6][CH3:7])=[O:5])[CH2:12][CH2:11][CH2:10][CH2:9]1. (3) The product is: [NH2:7][C@@H:8]([CH2:32][C:33]1[CH:34]=[CH:35][CH:36]=[CH:37][CH:38]=1)[C@H:9]([OH:31])[CH2:10][N:11]([CH2:23][C:24]([CH3:30])([CH3:29])[CH2:25][CH2:26][C:27]#[N:28])[S:12]([C:15]1[CH:16]=[CH:17][C:18]([O:21][CH3:22])=[CH:19][CH:20]=1)(=[O:13])=[O:14]. Given the reactants C(OC(=O)[NH:7][C@@H:8]([CH2:32][C:33]1[CH:38]=[CH:37][CH:36]=[CH:35][CH:34]=1)[C@H:9]([OH:31])[CH2:10][N:11]([CH2:23][C:24]([CH3:30])([CH3:29])[CH2:25][CH2:26][C:27]#[N:28])[S:12]([C:15]1[CH:20]=[CH:19][C:18]([O:21][CH3:22])=[CH:17][CH:16]=1)(=[O:14])=[O:13])(C)(C)C, predict the reaction product. (4) The product is: [CH3:1][O:2][C:3]([N:5]1[CH2:10][CH2:9][C@H:8]([C:11]([OH:13])=[O:12])[CH2:7][C@@H:6]1[CH2:14][C:15]1[CH:16]=[CH:17][C:18]([C:21]([F:24])([F:23])[F:22])=[CH:19][CH:20]=1)=[O:4]. Given the reactants [CH3:1][O:2][C:3]([N:5]1[CH2:10][CH2:9][CH:8]([C:11]([OH:13])=[O:12])[CH2:7][CH:6]1[CH2:14][C:15]1[CH:20]=[CH:19][C:18]([C:21]([F:24])([F:23])[F:22])=[CH:17][CH:16]=1)=[O:4], predict the reaction product. (5) Given the reactants Br[C:2]1[N:3]=[CH:4][S:5][C:6]=1[C@@H:7]([NH:25][C:26]([O:28][C:29]([CH3:32])([CH3:31])[CH3:30])=[O:27])[C@H:8]([C:17]1[CH:22]=[CH:21][CH:20]=[C:19]([F:23])[C:18]=1[F:24])[CH2:9][CH2:10]/[CH:11]=[CH:12]/[C:13]([O:15][CH3:16])=[O:14].CN(C1CCCCC1)C1CCCCC1, predict the reaction product. The product is: [C:29]([O:28][C:26]([NH:25][C@@H:7]1[C:6]2[S:5][CH:4]=[N:3][C:2]=2/[C:11](=[CH:12]/[C:13]([O:15][CH3:16])=[O:14])/[CH2:10][CH2:9][C@H:8]1[C:17]1[CH:22]=[CH:21][CH:20]=[C:19]([F:23])[C:18]=1[F:24])=[O:27])([CH3:32])([CH3:31])[CH3:30]. (6) Given the reactants [ClH:1].Cl.[NH2:3][C@@H:4]1[CH2:6][C@H:5]1[C:7]1[CH:8]=[C:9]([CH:22]=[CH:23][CH:24]=1)[C:10]([NH:12][C:13]1[CH:14]=[N:15][N:16]([C:18]([CH3:21])([CH3:20])[CH3:19])[CH:17]=1)=[O:11].C(=O)([O-])O.[Na+].[CH:30]1([CH:33]=O)[CH2:32][CH2:31]1.[BH4-].[Na+], predict the reaction product. The product is: [ClH:1].[ClH:1].[C:18]([N:16]1[CH:17]=[C:13]([NH:12][C:10](=[O:11])[C:9]2[CH:22]=[CH:23][CH:24]=[C:7]([C@@H:5]3[CH2:6][C@H:4]3[NH:3][CH2:33][CH:30]3[CH2:32][CH2:31]3)[CH:8]=2)[CH:14]=[N:15]1)([CH3:21])([CH3:19])[CH3:20]. (7) Given the reactants [NH2:1][C:2]1[N:23]=[C:22]([CH:24]=[CH2:25])[CH:21]=[CH:20][C:3]=1[C:4]([NH:6][CH2:7][C:8]1[S:9][C:10]([O:13][C:14]2[CH:19]=[CH:18][CH:17]=[CH:16][CH:15]=2)=[CH:11][CH:12]=1)=[O:5].C.[I].[I].[CH2:29]([Zn]CC)C.N, predict the reaction product. The product is: [NH2:1][C:2]1[N:23]=[C:22]([CH:24]2[CH2:29][CH2:25]2)[CH:21]=[CH:20][C:3]=1[C:4]([NH:6][CH2:7][C:8]1[S:9][C:10]([O:13][C:14]2[CH:19]=[CH:18][CH:17]=[CH:16][CH:15]=2)=[CH:11][CH:12]=1)=[O:5]. (8) Given the reactants [Cl:1][C:2]1[CH:3]=[C:4]([CH:9]=[CH:10][CH:11]=1)[C:5]([NH:7][NH2:8])=[O:6].[C:12]1(=[O:18])[O:17][C:15](=[O:16])[CH2:14][CH2:13]1, predict the reaction product. The product is: [Cl:1][C:2]1[CH:3]=[C:4]([CH:9]=[CH:10][CH:11]=1)[C:5]([NH:7][NH:8][C:12](=[O:18])[CH2:13][CH2:14][C:15]([OH:17])=[O:16])=[O:6]. (9) Given the reactants [Cl:1][C:2]1[CH:15]=[CH:14][C:5]([O:6][C:7]2[CH:8]=[C:9]([CH:11]=[CH:12][CH:13]=2)[NH2:10])=[CH:4][C:3]=1[CH2:16][CH3:17].[F:18][C:19]([F:24])([F:23])[CH:20]1[O:22][CH2:21]1, predict the reaction product. The product is: [Cl:1][C:2]1[CH:15]=[CH:14][C:5]([O:6][C:7]2[CH:8]=[C:9]([N:10]([CH2:16][CH:3]3[CH2:4][CH2:5][CH2:14][CH2:15][CH2:2]3)[CH2:21][CH:20]([OH:22])[C:19]([F:24])([F:23])[F:18])[CH:11]=[CH:12][CH:13]=2)=[CH:4][C:3]=1[CH2:16][CH3:17].